Predict the reactants needed to synthesize the given product. From a dataset of Full USPTO retrosynthesis dataset with 1.9M reactions from patents (1976-2016). (1) Given the product [CH2:21]([O:20][C:18](=[O:19])[CH2:17][CH2:16][CH2:15][N:4]1[CH2:5][CH2:6][CH2:7][C@H:3]1[CH3:2])[CH3:22], predict the reactants needed to synthesize it. The reactants are: Cl.[CH3:2][C@@H:3]1[CH2:7][CH2:6][CH2:5][NH:4]1.C(=O)([O-])[O-].[K+].[K+].Br[CH2:15][CH2:16][CH2:17][C:18]([O:20][CH2:21][CH3:22])=[O:19]. (2) Given the product [CH3:22][Si:23]([CH3:25])([CH3:24])[CH2:26][CH2:27][O:28][CH2:29][O:1][CH2:2][C:3]1[N:4]=[C:5]([C:8]([O:10][CH2:11][CH3:12])=[O:9])[S:6][CH:7]=1, predict the reactants needed to synthesize it. The reactants are: [OH:1][CH2:2][C:3]1[N:4]=[C:5]([C:8]([O:10][CH2:11][CH3:12])=[O:9])[S:6][CH:7]=1.CCN(C(C)C)C(C)C.[CH3:22][Si:23]([CH2:26][CH2:27][O:28][CH2:29]Cl)([CH3:25])[CH3:24]. (3) Given the product [CH3:59][N:60]([CH3:66])[CH2:61][CH2:62][CH2:63][CH2:64][NH:65][C:56]([C:53]1[CH:54]=[CH:55][C:50]([C:46]2[CH:47]=[CH:48][CH:49]=[C:44]([CH2:43][S:42][CH2:41][CH2:40][O:33][C:34]3[CH:35]=[CH:36][CH:37]=[CH:38][CH:39]=3)[CH:45]=2)=[CH:51][CH:52]=1)=[O:58], predict the reactants needed to synthesize it. The reactants are: CN(C)CCCNC(C1C=C(C2C=CC(CSCCOC3C=CC=CC=3)=CC=2)C=CC=1)=O.[O:33]([CH2:40][CH2:41][S:42][CH2:43][C:44]1[CH:45]=[C:46]([C:50]2[CH:55]=[CH:54][C:53]([C:56]([OH:58])=O)=[CH:52][CH:51]=2)[CH:47]=[CH:48][CH:49]=1)[C:34]1[CH:39]=[CH:38][CH:37]=[CH:36][CH:35]=1.[CH3:59][N:60]([CH3:66])[CH2:61][CH2:62][CH2:63][CH2:64][NH2:65]. (4) The reactants are: [CH3:1][O:2][CH:3]1[CH2:20][N:19]([C:21]([O:23][C:24]([CH3:27])([CH3:26])[CH3:25])=[O:22])[CH2:18][CH2:17][C:4]21[C:8](=[O:9])[N:7]([C:10]1[CH2:11][O:12][C:13](=[O:16])[C:14]=1[CH3:15])[CH2:6][CH2:5]2. Given the product [CH3:1][O:2][CH:3]1[CH2:20][NH:19][CH2:18][CH2:17][C:4]21[C:8](=[O:9])[N:7]([C:10]1[CH2:11][O:12][C:13](=[O:16])[C:14]=1[CH3:15])[CH2:6][CH2:5]2.[OH:2][CH:3]1[CH2:20][N:19]([C:21]([O:23][C:24]([CH3:27])([CH3:26])[CH3:25])=[O:22])[CH2:18][CH2:17][C:4]21[C:8](=[O:9])[N:7]([C:10]1[CH2:11][O:12][C:13](=[O:16])[C:14]=1[CH3:15])[CH2:6][CH2:5]2, predict the reactants needed to synthesize it. (5) The reactants are: [OH-].[Li+].[Br:3][C:4]1[CH:9]=[CH:8][C:7]([CH2:10][CH2:11][C:12]([CH3:22])([S:18]([CH3:21])(=[O:20])=[O:19])[C:13]([O:15]CC)=[O:14])=[CH:6][CH:5]=1.Cl. Given the product [Br:3][C:4]1[CH:9]=[CH:8][C:7]([CH2:10][CH2:11][C:12]([CH3:22])([S:18]([CH3:21])(=[O:20])=[O:19])[C:13]([OH:15])=[O:14])=[CH:6][CH:5]=1, predict the reactants needed to synthesize it. (6) Given the product [CH2:33]1[C:34]2=[C:43]3[C:38](=[CH:37][CH:36]=[CH:35]2)[C:39]([C:2]2[C:7]([CH:8]([CH2:13][CH2:14][CH3:15])[C:9]([O:11][CH3:12])=[O:10])=[C:6]([CH3:16])[N:5]=[C:4]([N:17]4[CH2:22][CH2:21][CH2:20][CH2:19][CH2:18]4)[N:3]=2)=[CH:40][CH:41]=[C:42]3[CH2:32]1, predict the reactants needed to synthesize it. The reactants are: Cl[C:2]1[C:7]([CH:8]([CH2:13][CH2:14][CH3:15])[C:9]([O:11][CH3:12])=[O:10])=[C:6]([CH3:16])[N:5]=[C:4]([N:17]2[CH2:22][CH2:21][CH2:20][CH2:19][CH2:18]2)[N:3]=1.C(N(CC)C(C)C)(C)C.[CH2:32]1[C:42]2=[C:43]3[C:38](=[CH:39][CH:40]=[CH:41]2)[C:37](B2OC(C)(C)C(C)(C)O2)=[CH:36][CH:35]=[C:34]3[CH2:33]1. (7) The reactants are: C(OC(=O)[NH:7][CH2:8][CH2:9][CH:10]([O:21][Si:22]([C:35]([CH3:38])([CH3:37])[CH3:36])([C:29]1[CH:34]=[CH:33][CH:32]=[CH:31][CH:30]=1)[C:23]1[CH:28]=[CH:27][CH:26]=[CH:25][CH:24]=1)[CH2:11][C:12]([C:14]1[CH:15]=[N:16][C:17]([Cl:20])=[CH:18][CH:19]=1)=O)(C)(C)C.N1C(C)=CC=CC=1C.[Si](OS(C(F)(F)F)(=O)=O)(C)(C)C.[BH4-].[Na+]. Given the product [Si:22]([O:21][C@@H:10]1[CH2:9][CH2:8][NH:7][C@H:12]([C:14]2[CH:19]=[CH:18][C:17]([Cl:20])=[N:16][CH:15]=2)[CH2:11]1)([C:35]([CH3:36])([CH3:38])[CH3:37])([C:23]1[CH:28]=[CH:27][CH:26]=[CH:25][CH:24]=1)[C:29]1[CH:30]=[CH:31][CH:32]=[CH:33][CH:34]=1, predict the reactants needed to synthesize it. (8) Given the product [F:1][C:2]1[C:3]([C:20]2[N:21]=[CH:22][CH:23]=[CH:24][N:25]=2)=[C:4]([C:5]([N:7]2[C@H:12]([CH3:13])[C@@H:11]3[CH2:14][CH2:15][C@H:8]2[C@H:9]([OH:16])[CH2:10]3)=[O:6])[CH:17]=[CH:18][CH:19]=1, predict the reactants needed to synthesize it. The reactants are: [F:1][C:2]1[C:3]([C:20]2[N:25]=[CH:24][CH:23]=[CH:22][N:21]=2)=[C:4]([CH:17]=[CH:18][CH:19]=1)[C:5]([N:7]1[C@H:12]([CH3:13])[C@@H:11]2[CH2:14][CH2:15][C@H:8]1[C:9](=[O:16])[CH2:10]2)=[O:6].CO.[BH4-].[Na+]. (9) Given the product [C:11]([N:28]([CH2:32][CH2:33][CH2:34][CH2:35][CH2:36][CH2:37][CH2:38][CH2:39][CH2:40][CH3:41])[CH2:29][CH:30]=[O:31])([O:13][CH2:14][CH:15]1[C:27]2[C:22](=[CH:23][CH:24]=[CH:25][CH:26]=2)[C:21]2[C:16]1=[CH:17][CH:18]=[CH:19][CH:20]=2)=[O:12], predict the reactants needed to synthesize it. The reactants are: C(Cl)(=O)C(Cl)=O.CS(C)=O.[C:11]([N:28]([CH2:32][CH2:33][CH2:34][CH2:35][CH2:36][CH2:37][CH2:38][CH2:39][CH2:40][CH3:41])[CH2:29][CH2:30][OH:31])([O:13][CH2:14][CH:15]1[C:27]2[C:22](=[CH:23][CH:24]=[CH:25][CH:26]=2)[C:21]2[C:16]1=[CH:17][CH:18]=[CH:19][CH:20]=2)=[O:12].C(N(CC)CC)C. (10) Given the product [CH3:3][C:1]([C:5]1[CH:18]=[CH:17][C:16]2[C:7](=[C:8]([C:43]3[CH:34]=[CH:35][C:36]4[C:41](=[CH:40][CH:39]=[CH:38][CH:37]=4)[CH:42]=3)[C:9]3[C:14]([C:15]=2[C:50]2[CH:49]=[CH:48][C:57]4[C:52](=[CH:53][CH:54]=[CH:55][CH:56]=4)[CH:51]=2)=[CH:13][CH:12]=[CH:11][CH:10]=3)[CH:6]=1)([CH3:4])[CH3:2], predict the reactants needed to synthesize it. The reactants are: [C:1]([C:5]1[CH:18]=[CH:17][C:16]2[C:7](=[CH:8][C:9]3[C:14]([CH:15]=2)=[CH:13][CH:12]=[CH:11][CH:10]=3)[CH:6]=1)([CH3:4])([CH3:3])[CH3:2].BrNC(=O)CCC(N)=O.C(C1C=C[C:43]2[C:34](=[C:35](Br)[C:36]3[C:41]([C:42]=2Br)=[CH:40][CH:39]=[CH:38][CH:37]=3)C=1)(C)(C)C.[CH:48]1[C:57]2[C:52](=[CH:53][CH:54]=[CH:55][CH:56]=2)[CH:51]=[CH:50][C:49]=1B(O)O.C(=O)([O-])[O-].[K+].[K+].